From a dataset of Catalyst prediction with 721,799 reactions and 888 catalyst types from USPTO. Predict which catalyst facilitates the given reaction. (1) Reactant: [CH2:1]1[O:20][C:19]2[CH:18]=[CH:17][C:5]([CH2:6][O:7][CH2:8][C:9]3[O:13][N:12]=[C:11]([C:14]([OH:16])=O)[CH:10]=3)=[CH:4][C:3]=2[O:2]1.C(N(CC)CC)C.Cl.C(N=C=NCCCN(C)C)C.ON1C2C=CC=CC=2N=N1.[O:50]1[CH2:54][CH2:53][CH:52]([CH2:55][NH2:56])[CH2:51]1. Product: [O:50]1[CH2:54][CH2:53][CH:52]([CH2:55][NH:56][C:14]([C:11]2[CH:10]=[C:9]([CH2:8][O:7][CH2:6][C:5]3[CH:17]=[CH:18][C:19]4[O:20][CH2:1][O:2][C:3]=4[CH:4]=3)[O:13][N:12]=2)=[O:16])[CH2:51]1. The catalyst class is: 408. (2) Reactant: [CH3:1][O:2][C:3]1[CH:31]=[C:30]([O:32][CH3:33])[CH:29]=[CH:28][C:4]=1[CH2:5][N:6]([C:21]1[CH:26]=[CH:25][CH:24]=[C:23]([F:27])[N:22]=1)[S:7]([C:10]1[C:19]([F:20])=[CH:18][C:13]2[NH:14][C:15](=[O:17])[O:16][C:12]=2[CH:11]=1)(=[O:9])=[O:8].C1(P(C2C=CC=CC=2)C2C=CC=CC=2)C=CC=CC=1.[F:53][CH:54]1[C:63]2[C:58](=[C:59]([CH2:64]O)[CH:60]=[CH:61][CH:62]=2)[CH2:57][N:56]([C:66]([O:68][C:69]([CH3:72])([CH3:71])[CH3:70])=[O:67])[CH2:55]1.N(C(OC(C)(C)C)=O)=NC(OC(C)(C)C)=O.CN1CCC(=C2C3C(=CC=CC=3)C=CC3C2=CC=CC=3)CC1. Product: [CH3:1][O:2][C:3]1[CH:31]=[C:30]([O:32][CH3:33])[CH:29]=[CH:28][C:4]=1[CH2:5][N:6]([C:21]1[CH:26]=[CH:25][CH:24]=[C:23]([F:27])[N:22]=1)[S:7]([C:10]1[C:19]([F:20])=[CH:18][C:13]2[N:14]([CH2:64][C:59]3[CH:60]=[CH:61][CH:62]=[C:63]4[C:58]=3[CH2:57][N:56]([C:66]([O:68][C:69]([CH3:71])([CH3:70])[CH3:72])=[O:67])[CH2:55][CH:54]4[F:53])[C:15](=[O:17])[O:16][C:12]=2[CH:11]=1)(=[O:9])=[O:8]. The catalyst class is: 1.